This data is from Full USPTO retrosynthesis dataset with 1.9M reactions from patents (1976-2016). The task is: Predict the reactants needed to synthesize the given product. (1) Given the product [CH2:1]([N:8]1[CH2:13][CH2:14][CH:15]([C:17]2[CH:22]=[CH:21][C:20]([Cl:23])=[CH:19][CH:18]=2)[NH:11][CH2:10][CH2:9]1)[C:2]1[CH:7]=[CH:6][CH:5]=[CH:4][CH:3]=1, predict the reactants needed to synthesize it. The reactants are: [CH2:1]([NH:8][CH2:9][CH2:10][NH2:11])[C:2]1[CH:7]=[CH:6][CH:5]=[CH:4][CH:3]=1.Cl[CH2:13][CH2:14][C:15]([C:17]1[CH:22]=[CH:21][C:20]([Cl:23])=[CH:19][CH:18]=1)=O. (2) Given the product [CH3:1][C:2]1[O:6][N:5]=[C:4]([C:7]2[CH:14]=[CH:13][C:10]([CH2:11][NH:12][C:18](=[O:19])[O:20][C:21]([CH3:24])([CH3:23])[CH3:22])=[C:9]([N+:15]([O-:17])=[O:16])[CH:8]=2)[N:3]=1, predict the reactants needed to synthesize it. The reactants are: [CH3:1][C:2]1[O:6][N:5]=[C:4]([C:7]2[CH:14]=[CH:13][C:10]([CH2:11][NH2:12])=[C:9]([N+:15]([O-:17])=[O:16])[CH:8]=2)[N:3]=1.[C:18](O[C:18]([O:20][C:21]([CH3:24])([CH3:23])[CH3:22])=[O:19])([O:20][C:21]([CH3:24])([CH3:23])[CH3:22])=[O:19]. (3) Given the product [F:1][C:2]1[CH:7]=[CH:6][C:5]([CH2:8][C:9]([OH:11])=[O:10])=[C:4]([N+:17]([O-:19])=[O:18])[CH:3]=1, predict the reactants needed to synthesize it. The reactants are: [F:1][C:2]1[CH:7]=[CH:6][C:5]([CH:8](C(OC)=O)[C:9]([O:11]C)=[O:10])=[C:4]([N+:17]([O-:19])=[O:18])[CH:3]=1. (4) Given the product [CH3:1][C:2]1[S:3][C:4]2[CH2:10][CH2:9][C:8]3=[C:11]([C:16]([OH:18])=[O:17])[S:12][C:13]([S:14][CH3:15])=[C:7]3[C:5]=2[N:6]=1, predict the reactants needed to synthesize it. The reactants are: [CH3:1][C:2]1[S:3][C:4]2[CH2:10][CH2:9][C:8]3=[C:11]([C:16]([O:18]CC)=[O:17])[S:12][C:13]([S:14][CH3:15])=[C:7]3[C:5]=2[N:6]=1.C(O)C.O1CCCC1.[OH-].[Na+].